Dataset: NCI-60 drug combinations with 297,098 pairs across 59 cell lines. Task: Regression. Given two drug SMILES strings and cell line genomic features, predict the synergy score measuring deviation from expected non-interaction effect. (1) Drug 1: CC1OCC2C(O1)C(C(C(O2)OC3C4COC(=O)C4C(C5=CC6=C(C=C35)OCO6)C7=CC(=C(C(=C7)OC)O)OC)O)O. Drug 2: CC1CCC2CC(C(=CC=CC=CC(CC(C(=O)C(C(C(=CC(C(=O)CC(OC(=O)C3CCCCN3C(=O)C(=O)C1(O2)O)C(C)CC4CCC(C(C4)OC)O)C)C)O)OC)C)C)C)OC. Cell line: HS 578T. Synergy scores: CSS=28.7, Synergy_ZIP=-11.3, Synergy_Bliss=-9.47, Synergy_Loewe=-0.309, Synergy_HSA=0.538. (2) Drug 1: COC1=CC(=CC(=C1O)OC)C2C3C(COC3=O)C(C4=CC5=C(C=C24)OCO5)OC6C(C(C7C(O6)COC(O7)C8=CC=CS8)O)O. Drug 2: C1=CC=C(C(=C1)C(C2=CC=C(C=C2)Cl)C(Cl)Cl)Cl. Cell line: HCT-15. Synergy scores: CSS=56.8, Synergy_ZIP=0.732, Synergy_Bliss=4.54, Synergy_Loewe=-47.1, Synergy_HSA=5.82. (3) Drug 1: CC12CCC3C(C1CCC2=O)CC(=C)C4=CC(=O)C=CC34C. Drug 2: C1CCC(CC1)NC(=O)N(CCCl)N=O. Cell line: CAKI-1. Synergy scores: CSS=37.9, Synergy_ZIP=-4.55, Synergy_Bliss=-1.15, Synergy_Loewe=0.0643, Synergy_HSA=1.47. (4) Drug 1: C1=NC2=C(N1)C(=S)N=C(N2)N. Drug 2: CC1=C2C(C(=O)C3(C(CC4C(C3C(C(C2(C)C)(CC1OC(=O)C(C(C5=CC=CC=C5)NC(=O)C6=CC=CC=C6)O)O)OC(=O)C7=CC=CC=C7)(CO4)OC(=O)C)O)C)OC(=O)C. Cell line: MDA-MB-435. Synergy scores: CSS=28.0, Synergy_ZIP=-7.61, Synergy_Bliss=-7.32, Synergy_Loewe=-25.9, Synergy_HSA=-5.29.